Dataset: Full USPTO retrosynthesis dataset with 1.9M reactions from patents (1976-2016). Task: Predict the reactants needed to synthesize the given product. (1) The reactants are: [CH2:1]([O:8][C:9]1[C:10]([NH2:16])=[N:11][CH:12]=[C:13](Br)[CH:14]=1)[C:2]1[CH:7]=[CH:6][CH:5]=[CH:4][CH:3]=1.[CH3:17][N:18]([CH2:23][C:24]1[O:25][C:26]2[CH:33]=[CH:32][CH:31]=[CH:30][C:27]=2[C:28]=1[CH3:29])[C:19](=[O:22])[CH:20]=[CH2:21].C(N(C(C)C)C(C)C)C.CC1C=CC=CC=1P(C1C=CC=CC=1C)C1C=CC=CC=1C. Given the product [NH2:16][C:10]1[N:11]=[CH:12][C:13](/[CH:21]=[CH:20]/[C:19]([N:18]([CH3:17])[CH2:23][C:24]2[O:25][C:26]3[CH:33]=[CH:32][CH:31]=[CH:30][C:27]=3[C:28]=2[CH3:29])=[O:22])=[CH:14][C:9]=1[O:8][CH2:1][C:2]1[CH:7]=[CH:6][CH:5]=[CH:4][CH:3]=1, predict the reactants needed to synthesize it. (2) Given the product [F:14][C:3]1[C:2]([C:22]2[CH:27]=[CH:26][C:25]([C:28]3([CH2:31][OH:32])[CH2:29][CH2:30]3)=[CH:24][CH:23]=2)=[C:10]([F:11])[CH:9]=[C:8]2[C:4]=1[C:5]([CH:12]=[O:13])=[CH:6][NH:7]2, predict the reactants needed to synthesize it. The reactants are: Br[C:2]1[C:3]([F:14])=[C:4]2[C:8](=[CH:9][C:10]=1[F:11])[NH:7][CH:6]=[C:5]2[CH:12]=[O:13].CC1(C)COB([C:22]2[CH:27]=[CH:26][C:25]([C:28]3([CH2:31][OH:32])[CH2:30][CH2:29]3)=[CH:24][CH:23]=2)OC1.C(=O)([O-])[O-].[K+].[K+]. (3) Given the product [C:1]([C:3]1[CH:8]=[CH:7][C:6]([C:9]2[CH:10]=[N:11][C:12]([C:15]([F:17])([F:18])[F:16])=[N:13][CH:14]=2)=[CH:5][C:4]=1[CH2:19][NH:20][C:21]([C@@H:23]1[C@@H:27]([F:28])[CH2:26][CH2:25][NH:24]1)=[O:22])#[N:2], predict the reactants needed to synthesize it. The reactants are: [C:1]([C:3]1[CH:8]=[CH:7][C:6]([C:9]2[CH:10]=[N:11][C:12]([C:15]([F:18])([F:17])[F:16])=[N:13][CH:14]=2)=[CH:5][C:4]=1[CH2:19][NH:20][C:21]([C@@H:23]1[C@@H:27]([F:28])[CH2:26][CH2:25][N:24]1C(OC(C)(C)C)=O)=[O:22])#[N:2].Cl.